Dataset: Reaction yield outcomes from USPTO patents with 853,638 reactions. Task: Predict the reaction yield, written as a fraction of the theoretical maximum amount of product (1.0 means a 100% yield; for example, 0.34 means a 34% yield). (1) The reactants are [H-].[H-].[H-].[H-].[Li+].[Al+3].[F:7][C:8]1[CH:13]=[CH:12][C:11]([C:14]2[CH:15]=[N:16][O:17][C:18]=2[C:19](OCC)=[O:20])=[CH:10][CH:9]=1. The catalyst is O1CCCC1. The product is [F:7][C:8]1[CH:9]=[CH:10][C:11]([C:14]2[CH:15]=[N:16][O:17][C:18]=2[CH2:19][OH:20])=[CH:12][CH:13]=1. The yield is 0.460. (2) The reactants are [CH3:1][C:2]1[N:6]=[C:5]([CH3:7])[S:4][C:3]=1/[CH:8]=[CH:9]/[C:10](N(C)C)=O.[N+]([O-])(O)=O.[N+:19]([C:22]1[CH:23]=[C:24]([NH:28][C:29]([NH2:31])=[NH:30])[CH:25]=[CH:26][CH:27]=1)([O-:21])=[O:20].[OH-].[Na+]. The catalyst is COCCO. The product is [CH3:7][C:5]1[S:4][C:3]([C:8]2[CH:9]=[CH:10][N:31]=[C:29]([NH:28][C:24]3[CH:25]=[CH:26][CH:27]=[C:22]([N+:19]([O-:21])=[O:20])[CH:23]=3)[N:30]=2)=[C:2]([CH3:1])[N:6]=1. The yield is 0.460.